Dataset: Reaction yield outcomes from USPTO patents with 853,638 reactions. Task: Predict the reaction yield, written as a fraction of the theoretical maximum amount of product (1.0 means a 100% yield; for example, 0.34 means a 34% yield). (1) The reactants are [OH:1][CH2:2][CH2:3][C:4]1[CH:9]=[CH:8][C:7]([OH:10])=[CH:6][CH:5]=1.[C:11]([Si:15]([CH3:32])([CH3:31])[O:16][CH:17]1[CH2:22][CH2:21][N:20]([C:23](N2C=C[N+](C)=C2)=[O:24])[CH2:19][CH2:18]1)([CH3:14])([CH3:13])[CH3:12].[I-]. The catalyst is C(Cl)Cl. The product is [OH:1][CH2:2][CH2:3][C:4]1[CH:9]=[CH:8][C:7]([O:10][C:23]([N:20]2[CH2:21][CH2:22][CH:17]([O:16][Si:15]([C:11]([CH3:14])([CH3:13])[CH3:12])([CH3:31])[CH3:32])[CH2:18][CH2:19]2)=[O:24])=[CH:6][CH:5]=1. The yield is 0.990. (2) The reactants are [CH3:1][O:2][C:3]1[CH:4]=[C:5]2[C:10](=[CH:11][C:12]=1[O:13][CH3:14])[N:9]=[CH:8][NH:7][C:6]2=O.P(Cl)(Cl)([Cl:18])=O. No catalyst specified. The product is [Cl:18][C:6]1[C:5]2[C:10](=[CH:11][C:12]([O:13][CH3:14])=[C:3]([O:2][CH3:1])[CH:4]=2)[N:9]=[CH:8][N:7]=1. The yield is 0.800. (3) The reactants are [S:1]1[CH:5]=[CH:4][C:3](B(O)O)=[CH:2]1.O.O=[CH:11][C:12]([OH:14])=[O:13].[CH3:15][O:16][C:17]1[CH:23]=[CH:22][C:20]([NH2:21])=[CH:19][CH:18]=1. No catalyst specified. The product is [CH3:15][O:16][C:17]1[CH:23]=[CH:22][C:20]([NH:21][CH:11]([C:3]2[CH:4]=[CH:5][S:1][CH:2]=2)[C:12]([OH:14])=[O:13])=[CH:19][CH:18]=1. The yield is 0.770. (4) The reactants are C1(=O)OOC(=[O:5])C2=CC=CC=C12.ClC1C=C2C(=O)OOC(=O)C2=CC=1Cl.[CH3:27][O:28][C:29]1[CH:30]=[CH:31][C:32]([CH:35]=[O:36])=[CH:33][CH:34]=1. The catalyst is FC(F)(F)C(O)C(F)(F)F. The product is [O:36]=[CH:35][C:32]1[CH:33]=[CH:34][C:29]([O:28][CH3:27])=[C:30]([OH:5])[CH:31]=1. The yield is 0.690. (5) The reactants are FC(F)(F)S(O[CH2:7]/[CH:8]=[C:9]1/[CH:10]([C:21]2[CH:26]=[CH:25][C:24]([N+:27]([O-:29])=[O:28])=[CH:23][CH:22]=2)[O:11][CH:12]([C:15]2[CH:20]=[CH:19][CH:18]=[CH:17][CH:16]=2)[CH2:13][CH2:14]/1)(=O)=O.[O:32]1CCOCC1.CO.[OH-].[Na+]. The catalyst is [Cl-].[Na+].O.C(OC(=O)C)C. The product is [N+:27]([C:24]1[CH:23]=[CH:22][C:21]([C@H:10]2[C@@H:9]([CH:8]([OH:32])[CH3:7])[CH2:14][CH2:13][C@@H:12]([C:15]3[CH:16]=[CH:17][CH:18]=[CH:19][CH:20]=3)[O:11]2)=[CH:26][CH:25]=1)([O-:29])=[O:28]. The yield is 0.750. (6) The reactants are [NH2:1][C:2]1[S:3][CH:4]=[CH:5][N:6]=1.[CH3:7][C:8]([O:11][C:12](O[C:12]([O:11][C:8]([CH3:10])([CH3:9])[CH3:7])=[O:13])=[O:13])([CH3:10])[CH3:9].CCN(CC)CC. The catalyst is C1COCC1.CN(C1C=CN=CC=1)C.C(Cl)Cl. The product is [S:3]1[CH:4]=[CH:5][N:6]=[C:2]1[NH:1][C:12](=[O:13])[O:11][C:8]([CH3:10])([CH3:9])[CH3:7]. The yield is 0.720.